Dataset: Full USPTO retrosynthesis dataset with 1.9M reactions from patents (1976-2016). Task: Predict the reactants needed to synthesize the given product. Given the product [OH:40][CH2:36][CH2:37][N:43]([CH3:42])[C:30]([C:23]1[C:24]([C:26]([F:28])([F:29])[F:27])=[N:25][C:20]([N:17]2[CH2:18][CH2:19][N:14]([C:11]3[N:12]=[N:13][C:8]([CH2:1][C:2]4[CH:7]=[CH:6][CH:5]=[CH:4][CH:3]=4)=[C:9]([CH3:35])[C:10]=3[CH3:34])[CH2:15][C@H:16]2[CH3:33])=[N:21][CH:22]=1)=[O:32], predict the reactants needed to synthesize it. The reactants are: [CH2:1]([C:8]1[N:13]=[N:12][C:11]([N:14]2[CH2:19][CH2:18][N:17]([C:20]3[N:25]=[C:24]([C:26]([F:29])([F:28])[F:27])[C:23]([C:30]([OH:32])=O)=[CH:22][N:21]=3)[C@H:16]([CH3:33])[CH2:15]2)=[C:10]([CH3:34])[C:9]=1[CH3:35])[C:2]1[CH:7]=[CH:6][CH:5]=[CH:4][CH:3]=1.[C:36](Cl)(=[O:40])[C:37](Cl)=O.[CH3:42][N:43](C=O)C.CN.